From a dataset of Full USPTO retrosynthesis dataset with 1.9M reactions from patents (1976-2016). Predict the reactants needed to synthesize the given product. (1) Given the product [Cl:24][C:12]1[CH:13]=[C:14]2[C:9](=[CH:10][C:11]=1[Cl:25])[N:8]=[CH:7][C:6]([C:4]([NH2:26])=[O:3])=[C:15]2[NH:16][C:17]1[CH:22]=[CH:21][CH:20]=[CH:19][C:18]=1[CH3:23], predict the reactants needed to synthesize it. The reactants are: C([O:3][C:4]([C:6]1[CH:7]=[N:8][C:9]2[C:14]([C:15]=1[NH:16][C:17]1[CH:22]=[CH:21][CH:20]=[CH:19][C:18]=1[CH3:23])=[CH:13][C:12]([Cl:24])=[C:11]([Cl:25])[CH:10]=2)=O)C.[NH4+:26].[Cl-].N. (2) Given the product [S:19]([O-:23])([OH:22])(=[O:21])=[O:20].[CH3:8][C:5]1[CH:6]=[CH:7][C:2]([I+:1][C:16]2[CH:17]=[CH:18][C:13]([CH2:9][CH:10]([CH3:12])[CH3:11])=[CH:14][CH:15]=2)=[CH:3][CH:4]=1, predict the reactants needed to synthesize it. The reactants are: [I:1][C:2]1[CH:7]=[CH:6][C:5]([CH3:8])=[CH:4][CH:3]=1.[CH2:9]([C:13]1[CH:18]=[CH:17][CH:16]=[CH:15][CH:14]=1)[CH:10]([CH3:12])[CH3:11].[S:19](=[O:23])(=[O:22])([OH:21])[OH:20].[NH4+].[NH4+].[O-]S(OOS([O-])(=O)=O)(=O)=O. (3) Given the product [C@@H:9]12[CH2:10][C@H:11]([CH:7]=[CH:8]1)[C@@H:3]1[C@@H:2]2[C:1](=[O:6])[CH2:5][CH2:4]1, predict the reactants needed to synthesize it. The reactants are: [C:1]1(=[O:6])[CH2:5][CH2:4][CH:3]=[CH:2]1.[CH:7]1[CH2:11][CH:10]=[CH:9][CH:8]=1.Cl(O)(=O)(=O)=O.C([C@@H]1N[C@H](C2OC(C)=CC=2)N(C)C1=O)C1C=CC=CC=1. (4) The reactants are: C([Li])CCC.[C:6]([O:10][C:11](=[O:32])[CH:12](P(OCC)(OCC)=O)[CH2:13][C:14]([O:16][CH2:17][C:18]1[CH:23]=[CH:22][CH:21]=[CH:20][CH:19]=1)=[O:15])([CH3:9])([CH3:8])[CH3:7].[C:33]([O:37][C:38](=[O:48])[NH:39][C@H:40]1[CH2:45][CH2:44][C@H:43]([CH:46]=O)[CH2:42][CH2:41]1)([CH3:36])([CH3:35])[CH3:34].O. Given the product [C:6]([O:10][C:11](=[O:32])[C:12](=[CH:46][C@H:43]1[CH2:42][CH2:41][C@H:40]([NH:39][C:38]([O:37][C:33]([CH3:34])([CH3:36])[CH3:35])=[O:48])[CH2:45][CH2:44]1)[CH2:13][C:14]([O:16][CH2:17][C:18]1[CH:19]=[CH:20][CH:21]=[CH:22][CH:23]=1)=[O:15])([CH3:7])([CH3:8])[CH3:9], predict the reactants needed to synthesize it.